This data is from Experimentally validated miRNA-target interactions with 360,000+ pairs, plus equal number of negative samples. The task is: Binary Classification. Given a miRNA mature sequence and a target amino acid sequence, predict their likelihood of interaction. (1) The miRNA is ath-miR408-3p with sequence AUGCACUGCCUCUUCCCUGGC. The protein sequence of the target gene is MAAGGGGGSSKASSSSASSAGALESSLDRKFQSVTNTMESIQGLSSWCIENKKHHSTIVYHWMKWLRRSTYPHRLNLFYLANDVIQNCKRKNAIIFRESFADVLPEAAALVKDPSVSKSIERIFKIWEDRNVYPEDMIVALREALMDRAASHNARLQKLQCFPGTTFKTQKQLKENLNKQPNKQWKKSQTSTNPKAALKSKIVAEFRSQALIEELLMYKRSEDQIELKEKQLSTMRVDVCSTETLKCLKDKTGGKKFSKEFEEASSKLEEFVNGLDKQVKNGPSLTEALENAGIFYEAQY.... Result: 0 (no interaction). (2) Result: 0 (no interaction). The protein sequence of the target gene is MSDVSTSVQSKFARLAKKKENITYMKREQLTETDKDIAPVLDLKCKDVSAIMNKFKVLMEIQDLMFEEMRETLKNDLKAVLGGKATIPEVKNSENSSSRTEFQQIINLALQKTGMVGKIEGENSKIGDDNENLTFKLEVNELSGKLDNTNEYNSNDGKKLPQGESRSYEVMGSMEETLCNIDDRDGNRNVHLEFTERESRKDGEDEFVKEMREERKFQKLKNKEEVLKASREEKVLMDEGAVLTLVADLSSATLDISKQWSNVFNILRENDFEPKFLCEVKLAFKCDGEIKTFSDLQSLR.... The miRNA is gga-miR-365-3p with sequence UAAUGCCCCUAAAAAUCCUUAU. (3) The miRNA is mmu-miR-295-5p with sequence ACUCAAAUGUGGGGCACACUUC. The protein sequence of the target gene is MSGCDAREGDCCSRRCGAQDKEHPRYLIPELCKQFYHLGWVTGTGGGISLKHGDEIYIAPSGVQKERIQPEDMFVCDINEKDISGPSPSKKLKKSQCTPLFMNAYTMRGAGAVIHTHSKAAVMATLLFPGREFKITHQEMIKGIKKCTSGGYYRYDDMLVVPIIENTPEEKDLKDRMAHAMNEYPDSCAVLVRRHGVYVWGETWEKAKTMCECYDYLFDIAVSMKKVGLDPSQLPVGENGIV. Result: 0 (no interaction). (4) The miRNA is hsa-miR-548d-3p with sequence CAAAAACCACAGUUUCUUUUGC. The protein sequence of the target gene is MVRSGKNGDLHLKQIAYYKRTGEYHSTTLPSERSGIRRAAKKFVFKEKKLFYVGKDRKQNRLVIVSEEEKKKVLRECHENDSGAHHGISRTLTLVESNYYWTSVTNDVKQWVYACQHCQVAKNTVIVAPKQHLLKVENPWSLVTVDLMGPFHTSNRSHVYAIIMTDLFTKWIVILPLCDVSASEVSKAIINIFFLYGPPQKIIMDQRDEFIQQINIELYRLFGIKQIVISHTSGTVNPTESTPNTIKAFLSKHCADHPNNWDDHLSAVSFAFNVTHLEPTKNTPYFQMFSRNPYMPETSD.... Result: 1 (interaction). (5) The miRNA is hsa-miR-129-5p with sequence CUUUUUGCGGUCUGGGCUUGC. The protein sequence of the target gene is MAVLKLTDQPPLVQAIFSGDPEEIRMLIHKTEDVNTLDSEKRTPLHVAAFLGDAEIIELLILSGARVNAKDNMWLTPLHRAVASRSEEAVQVLIKHSADVNARDKNWQTPLHVAAANKAVKCAEVIIPLLSSVNVSDRGGRTALHHAALNGHVEMVNLLLAKGANINAFDKKDRRALHWAAYMGHLDVVALLINHGAEVTCKDKKGYTPLHAAASNGQINVVKHLLNLGVEIDEINVYGNTALHIACYNGQDAVVNELIDYGANVNQPNNNGFTPLHFAAASTHGALCLELLVNNGADVN.... Result: 1 (interaction). (6) The miRNA is mmu-miR-466c-3p with sequence AUACAUACACGCACACAUAAGA. The protein sequence of the target gene is MTLRLLFLALNFFSVQVTENKILVKQSPLLVVDSNEVSLSCRYSYNLLAKEFRASLYKGVNSDVEVCVGNGNFTYQPQFRSNAEFNCDGDFDNETVTFRLWNLHVNHTDIYFCKIEFMYPPPYLDNERSNGTIIHIKEKHLCHTQSSPKLFWALVVVAGVLFCYGLLVTVALCVIWTNSRRNRLLQSDYMNMTPRRPGLTRKPYQPYAPARDFAAYRP. Result: 1 (interaction). (7) The miRNA is hsa-miR-1275 with sequence GUGGGGGAGAGGCUGUC. The protein sequence of the target gene is MSLFARQLQSLTASGIRTQQVRLASTEVSFHTKPCKLHKLDNGPNTSVTLNREDALKYYRDMQVIRRMESAAGNLYKEKKIRGFCHLYSGQEACAVGMKAAMTEGDAVITAYRCHGWTWLLGATVTEVLAELTGRVAGNVHGKGGSMHMYTKNFYGGNGIVGAQQPLGAGVALAMKYREQKNVCVTLYGDGAANQGQLFEATNMAKLWDLPVLFVCENNGFGMGTTAERSSASTEYYTRGDYVPGIWVDGMDILAVREATKWAKEYCDSGKGPLMMEMATYRYHGHSMSDPGTSYRTREE.... Result: 0 (no interaction).